Dataset: Reaction yield outcomes from USPTO patents with 853,638 reactions. Task: Predict the reaction yield, written as a fraction of the theoretical maximum amount of product (1.0 means a 100% yield; for example, 0.34 means a 34% yield). (1) The reactants are Cl[CH2:2][CH2:3][CH2:4][O:5][C:6]1[CH:15]=[C:14]2[C:9]([C:10]([O:16][C:17]3[CH:22]=[CH:21][C:20]([CH3:23])=[CH:19][C:18]=3[C:24]([C:26]3[CH:31]=[CH:30][CH:29]=[CH:28][CH:27]=3)=[O:25])=[CH:11][CH:12]=[N:13]2)=[CH:8][C:7]=1[O:32][CH3:33].[NH:34]1[CH2:39][CH2:38][O:37][CH2:36][CH2:35]1.C(=O)([O-])[O-].[K+].[K+].O. The catalyst is CN(C)C=O. The product is [CH3:23][C:20]1[CH:21]=[CH:22][C:17]([O:16][C:10]2[C:9]3[C:14](=[CH:15][C:6]([O:5][CH2:4][CH2:3][CH2:2][N:34]4[CH2:39][CH2:38][O:37][CH2:36][CH2:35]4)=[C:7]([O:32][CH3:33])[CH:8]=3)[N:13]=[CH:12][CH:11]=2)=[C:18]([C:24]([C:26]2[CH:27]=[CH:28][CH:29]=[CH:30][CH:31]=2)=[O:25])[CH:19]=1. The yield is 0.660. (2) The yield is 0.0500. The reactants are C(O[C:4]([C:6]1[CH:7]=[C:8]2[C:12](=[CH:13][CH:14]=1)[NH:11][N:10]=[C:9]2[C:15]1[CH:24]=[CH:23][C:22]2[C:17](=[CH:18][CH:19]=[C:20]([O:25][CH3:26])[CH:21]=2)[CH:16]=1)=[NH:5])C.[NH2:27][NH:28][C:29](=O)[CH2:30][N:31]([CH3:33])[CH3:32].C[O-].[Na+]. The product is [CH3:26][O:25][C:20]1[CH:21]=[C:22]2[C:17](=[CH:18][CH:19]=1)[CH:16]=[C:15]([C:9]1[C:8]3[C:12](=[CH:13][CH:14]=[C:6]([C:4]4[N:5]=[C:29]([CH2:30][N:31]([CH3:33])[CH3:32])[NH:28][N:27]=4)[CH:7]=3)[NH:11][N:10]=1)[CH:24]=[CH:23]2. The catalyst is CO.